Task: Predict the product of the given reaction.. Dataset: Forward reaction prediction with 1.9M reactions from USPTO patents (1976-2016) (1) Given the reactants [CH:1]([O:4][C:5]1[CH:12]=[CH:11][C:8]([CH:9]=[O:10])=[CH:7][C:6]=1[O:13][CH3:14])([CH3:3])[CH3:2].[OH-].[Na+].[N+:17]([O-])([OH:19])=[O:18], predict the reaction product. The product is: [CH:1]([O:4][C:5]1[C:6]([O:13][CH3:14])=[CH:7][C:8]([CH:9]=[O:10])=[C:11]([N+:17]([O-:19])=[O:18])[CH:12]=1)([CH3:3])[CH3:2]. (2) Given the reactants CN(C=O)C.CS(O[CH2:11][CH2:12][O:13][CH2:14][CH2:15][O:16][CH2:17][CH2:18][O:19][CH2:20][CH2:21][O:22][C:23]12[CH2:32][CH:27]3[CH2:28][CH:29]([CH2:31][CH:25]([CH2:26]3)[CH2:24]1)[CH2:30]2)(=O)=O.[N-:33]=[N+:34]=[N-:35].[Na+].ClCCl, predict the reaction product. The product is: [N:33]([CH2:11][CH2:12][O:13][CH2:14][CH2:15][O:16][CH2:17][CH2:18][O:19][CH2:20][CH2:21][O:22][C:23]12[CH2:32][CH:27]3[CH2:28][CH:29]([CH2:31][CH:25]([CH2:26]3)[CH2:24]1)[CH2:30]2)=[N+:34]=[N-:35]. (3) The product is: [Br:19][C:15]1[C:14]([CH3:18])=[C:10]([C:9]([NH:8][C:6]([O:5][C:1]([CH3:4])([CH3:3])[CH3:2])=[O:7])=[CH:17][CH:16]=1)[C:11]([OH:13])=[O:12]. Given the reactants [C:1]([O:5][C:6]([NH:8][C:9]1[CH:17]=[CH:16][CH:15]=[C:14]([CH3:18])[C:10]=1[C:11]([OH:13])=[O:12])=[O:7])([CH3:4])([CH3:3])[CH3:2].[Br-:19].[Br-].[Br-].C([N+](CCCC)(CCCC)CCCC)CCC.C([N+](CCCC)(CCCC)CCCC)CCC.C([N+](CCCC)(CCCC)CCCC)CCC.O, predict the reaction product. (4) Given the reactants [CH2:1]([O:5][C:6]1[CH:11]=[CH:10][C:9]([C:12]2[S:16][C:15]([S:17]([C:20]3([C:26]([OH:28])=O)[CH2:25][CH2:24][O:23][CH2:22][CH2:21]3)(=[O:19])=[O:18])=[CH:14][CH:13]=2)=[CH:8][CH:7]=1)[CH2:2][CH2:3][CH3:4].C(N([CH2:34][CH3:35])CC)C.[OH2:36].[OH:37][N:38]1C2C=CC=CC=2N=N1.Cl.CN(C)[CH2:50][CH2:51][CH2:52]N=C=NCC, predict the reaction product. The product is: [CH2:1]([O:5][C:6]1[CH:11]=[CH:10][C:9]([C:12]2[S:16][C:15]([S:17]([C:20]3([C:26]([NH:38][O:37][CH:35]4[CH2:34][CH2:52][CH2:51][CH2:50][O:36]4)=[O:28])[CH2:25][CH2:24][O:23][CH2:22][CH2:21]3)(=[O:19])=[O:18])=[CH:14][CH:13]=2)=[CH:8][CH:7]=1)[CH2:2][CH2:3][CH3:4]. (5) Given the reactants [K+].[OH:2][CH2:3][CH2:4][C:5]([CH3:10])([CH3:9])[C:6]([O-:8])=[O:7].[CH2:11](Br)[C:12]1[CH:17]=[CH:16][CH:15]=[CH:14][CH:13]=1.[Na+].[I-].C([O-])([O-])=O.[K+].[K+], predict the reaction product. The product is: [CH2:11]([O:7][C:6](=[O:8])[C:5]([CH3:10])([CH3:9])[CH2:4][CH2:3][OH:2])[C:12]1[CH:17]=[CH:16][CH:15]=[CH:14][CH:13]=1.